This data is from HIV replication inhibition screening data with 41,000+ compounds from the AIDS Antiviral Screen. The task is: Binary Classification. Given a drug SMILES string, predict its activity (active/inactive) in a high-throughput screening assay against a specified biological target. (1) The molecule is Cc1cc2c(c(S(=O)(=O)c3ccc(Cl)cc3[N+](=O)[O-])c1)NCCC2. The result is 0 (inactive). (2) The drug is Cc1cc2c(=O)c3ccc(Cl)cc3[nH]c2c(C(=O)O)c1C. The result is 0 (inactive). (3) The molecule is CCCC1=Nn2c(n[nH]c2=S)NN1. The result is 0 (inactive). (4) The molecule is C=CNC(=S)NC=C(C#N)S(=O)(=O)c1ccc(C)cc1. The result is 0 (inactive). (5) The drug is CC(=O)n1nc(C)c(-c2onc3ccc(Cl)cc23)c1C. The result is 1 (active). (6) The compound is O=S(=O)(c1ccccc1)C1(CCC2OCCO2)C=CC2(CC1)OCCO2. The result is 0 (inactive). (7) The drug is COc1ccc(C(C)NNC(=O)c2ccncc2)cc1F. The result is 0 (inactive).